This data is from Reaction yield outcomes from USPTO patents with 853,638 reactions. The task is: Predict the reaction yield, written as a fraction of the theoretical maximum amount of product (1.0 means a 100% yield; for example, 0.34 means a 34% yield). The reactants are [C:1]([N:5]1[CH2:10][CH2:9][N:8]([C:11](OC(C)(C)C)=[O:12])[C@@H:7]([C:18]([N:20]2[CH2:25][CH2:24][NH:23][CH2:22][CH2:21]2)=[O:19])[CH2:6]1)([CH3:4])([CH3:3])[CH3:2].[C:26]([C:28]1[CH:33]=[CH:32][C:31]([NH:34][C:35](=O)[O:36]C2C=CC=CC=2)=[CH:30][C:29]=1[C:44]([F:47])([F:46])[F:45])#[N:27]. The catalyst is C(Cl)Cl. The product is [NH3:5].[CH3:11][OH:12].[C:1]([N:5]1[CH2:10][CH2:9][NH:8][C@@H:7]([C:18]([N:20]2[CH2:25][CH2:24][N:23]([C:35]([NH:34][C:31]3[CH:32]=[CH:33][C:28]([C:26]#[N:27])=[C:29]([C:44]([F:45])([F:47])[F:46])[CH:30]=3)=[O:36])[CH2:22][CH2:21]2)=[O:19])[CH2:6]1)([CH3:4])([CH3:2])[CH3:3]. The yield is 0.100.